Task: Binary Classification. Given a drug SMILES string, predict its activity (active/inactive) in a high-throughput screening assay against a specified biological target.. Dataset: M1 muscarinic receptor antagonist screen with 61,756 compounds The compound is O(c1c(CNC(=O)c2nnn(CC(=O)Nc3ccc(OCC)cc3)c2N)cccc1)C. The result is 0 (inactive).